From a dataset of Catalyst prediction with 721,799 reactions and 888 catalyst types from USPTO. Predict which catalyst facilitates the given reaction. (1) Reactant: N#N.[CH2:3]([C:5]1[CH:10]=[CH:9][C:8]([CH2:11]O)=[CH:7][CH:6]=1)[CH3:4].[Br:13]C(Br)(Br)Br.C1(P(C2C=CC=CC=2)C2C=CC=CC=2)C=CC=CC=1. Product: [Br:13][CH2:11][C:8]1[CH:9]=[CH:10][C:5]([CH2:3][CH3:4])=[CH:6][CH:7]=1. The catalyst class is: 1. (2) Reactant: [C:1]([O:9][CH2:10][CH3:11])(=[O:8])[CH2:2][C:3]([O:5][CH2:6][CH3:7])=[O:4].[H-].[Na+].[Cl:14][C:15]1[C:22]([CH3:23])=[C:21](I)[CH:20]=[CH:19][C:16]=1[C:17]#[N:18]. Product: [Cl:14][C:15]1[C:22]([CH3:23])=[C:21]([CH:2]([C:3]([O:5][CH2:6][CH3:7])=[O:4])[C:1]([O:9][CH2:10][CH3:11])=[O:8])[CH:20]=[CH:19][C:16]=1[C:17]#[N:18]. The catalyst class is: 185.